From a dataset of Full USPTO retrosynthesis dataset with 1.9M reactions from patents (1976-2016). Predict the reactants needed to synthesize the given product. The reactants are: [NH2:1][C:2]([C:4]1[CH:5]=[C:6]([CH:11]=[C:12]([C:14]([N:16]([CH2:20][CH2:21][CH3:22])[CH2:17][CH2:18][CH3:19])=[O:15])[CH:13]=1)[C:7]([O:9][CH3:10])=[O:8])=[O:3].[C:23](=O)([O-])[O-].[K+].[K+].C(O[CH2:33][CH3:34])(=O)C. Given the product [CH2:20]([N:16]([CH2:17][CH2:18][CH3:19])[C:14]([C:12]1[CH:11]=[C:6]([CH:5]=[C:4]([C:2]2[O:3][CH:23]=[C:33]([CH3:34])[N:1]=2)[CH:13]=1)[C:7]([O:9][CH3:10])=[O:8])=[O:15])[CH2:21][CH3:22], predict the reactants needed to synthesize it.